Dataset: NCI-60 drug combinations with 297,098 pairs across 59 cell lines. Task: Regression. Given two drug SMILES strings and cell line genomic features, predict the synergy score measuring deviation from expected non-interaction effect. (1) Drug 1: C1=C(C(=O)NC(=O)N1)F. Drug 2: CC1CCC2CC(C(=CC=CC=CC(CC(C(=O)C(C(C(=CC(C(=O)CC(OC(=O)C3CCCCN3C(=O)C(=O)C1(O2)O)C(C)CC4CCC(C(C4)OC)OCCO)C)C)O)OC)C)C)C)OC. Cell line: OVCAR-4. Synergy scores: CSS=44.1, Synergy_ZIP=-8.71, Synergy_Bliss=-9.88, Synergy_Loewe=-0.717, Synergy_HSA=0.00283. (2) Drug 1: C1=NC2=C(N=C(N=C2N1C3C(C(C(O3)CO)O)O)F)N. Drug 2: CC1=C(C=C(C=C1)NC(=O)C2=CC=C(C=C2)CN3CCN(CC3)C)NC4=NC=CC(=N4)C5=CN=CC=C5. Cell line: OVCAR-4. Synergy scores: CSS=1.51, Synergy_ZIP=-1.67, Synergy_Bliss=-1.63, Synergy_Loewe=-1.27, Synergy_HSA=-1.05. (3) Drug 1: CCC1(CC2CC(C3=C(CCN(C2)C1)C4=CC=CC=C4N3)(C5=C(C=C6C(=C5)C78CCN9C7C(C=CC9)(C(C(C8N6C)(C(=O)OC)O)OC(=O)C)CC)OC)C(=O)OC)O.OS(=O)(=O)O. Drug 2: COC1=NC(=NC2=C1N=CN2C3C(C(C(O3)CO)O)O)N. Cell line: BT-549. Synergy scores: CSS=2.35, Synergy_ZIP=0.672, Synergy_Bliss=2.26, Synergy_Loewe=-0.441, Synergy_HSA=0.450. (4) Drug 1: CC1=CC=C(C=C1)C2=CC(=NN2C3=CC=C(C=C3)S(=O)(=O)N)C(F)(F)F. Drug 2: CCN(CC)CCNC(=O)C1=C(NC(=C1C)C=C2C3=C(C=CC(=C3)F)NC2=O)C. Cell line: HOP-92. Synergy scores: CSS=1.47, Synergy_ZIP=-2.59, Synergy_Bliss=-5.05, Synergy_Loewe=0.795, Synergy_HSA=-3.08. (5) Drug 1: CC1=C(C=C(C=C1)NC(=O)C2=CC=C(C=C2)CN3CCN(CC3)C)NC4=NC=CC(=N4)C5=CN=CC=C5. Drug 2: CC1=C2C(C(=O)C3(C(CC4C(C3C(C(C2(C)C)(CC1OC(=O)C(C(C5=CC=CC=C5)NC(=O)C6=CC=CC=C6)O)O)OC(=O)C7=CC=CC=C7)(CO4)OC(=O)C)O)C)OC(=O)C. Cell line: NCIH23. Synergy scores: CSS=45.8, Synergy_ZIP=1.18, Synergy_Bliss=0.575, Synergy_Loewe=-53.9, Synergy_HSA=-1.89. (6) Drug 1: CC(CN1CC(=O)NC(=O)C1)N2CC(=O)NC(=O)C2. Drug 2: CS(=O)(=O)OCCCCOS(=O)(=O)C. Cell line: T-47D. Synergy scores: CSS=4.03, Synergy_ZIP=-1.04, Synergy_Bliss=1.39, Synergy_Loewe=-2.91, Synergy_HSA=-0.182. (7) Drug 1: CC1=C(C(CCC1)(C)C)C=CC(=CC=CC(=CC(=O)O)C)C. Drug 2: C1CC(=O)NC(=O)C1N2C(=O)C3=CC=CC=C3C2=O. Cell line: KM12. Synergy scores: CSS=-1.68, Synergy_ZIP=1.78, Synergy_Bliss=0.735, Synergy_Loewe=0.0209, Synergy_HSA=-3.11. (8) Drug 1: CN(C)C1=NC(=NC(=N1)N(C)C)N(C)C. Drug 2: CC1=C(N=C(N=C1N)C(CC(=O)N)NCC(C(=O)N)N)C(=O)NC(C(C2=CN=CN2)OC3C(C(C(C(O3)CO)O)O)OC4C(C(C(C(O4)CO)O)OC(=O)N)O)C(=O)NC(C)C(C(C)C(=O)NC(C(C)O)C(=O)NCCC5=NC(=CS5)C6=NC(=CS6)C(=O)NCCC[S+](C)C)O. Cell line: IGROV1. Synergy scores: CSS=28.2, Synergy_ZIP=-6.38, Synergy_Bliss=0.960, Synergy_Loewe=-55.9, Synergy_HSA=1.38.